This data is from Peptide-MHC class I binding affinity with 185,985 pairs from IEDB/IMGT. The task is: Regression. Given a peptide amino acid sequence and an MHC pseudo amino acid sequence, predict their binding affinity value. This is MHC class I binding data. The peptide sequence is PRLLTALGNHI. The MHC is HLA-B27:05 with pseudo-sequence HLA-B27:05. The binding affinity (normalized) is 0.427.